Dataset: CYP3A4 inhibition data for predicting drug metabolism from PubChem BioAssay. Task: Regression/Classification. Given a drug SMILES string, predict its absorption, distribution, metabolism, or excretion properties. Task type varies by dataset: regression for continuous measurements (e.g., permeability, clearance, half-life) or binary classification for categorical outcomes (e.g., BBB penetration, CYP inhibition). Dataset: cyp3a4_veith. (1) The molecule is Cc1ccc(C2C(C(=O)c3sc(C)nc3C)=C(O)C(=O)N2CCN2CCOCC2)o1. The result is 0 (non-inhibitor). (2) The result is 0 (non-inhibitor). The drug is N=C(N)SCCc1cccc(CCSC(=N)N)c1. (3) The compound is NC(=O)CNC(=O)[C@@H]1CC2(CC(c3ccccc3)=NO2)CN1C(=O)c1ccc(Br)cc1. The result is 0 (non-inhibitor). (4) The molecule is CC[C@]1(O)C[C@H]2CN(CCc3c([nH]c4ccccc34)[C@](C(=O)OC)(c3cc4c(cc3OC)N(C=O)[C@H]3[C@@](O)(C(=O)OC)[C@H](OC(C)=O)[C@@]5(CC)C=CCN6CC[C@]43[C@H]65)C2)C1. The result is 1 (inhibitor). (5) The drug is COc1cc(Cl)c(CC(=O)c2c[nH]c3ccccc23)cc1OC. The result is 1 (inhibitor). (6) The molecule is COc1ccc(N(CC(=O)O)N=O)cc1. The result is 0 (non-inhibitor).